From a dataset of NCI-60 drug combinations with 297,098 pairs across 59 cell lines. Regression. Given two drug SMILES strings and cell line genomic features, predict the synergy score measuring deviation from expected non-interaction effect. (1) Drug 1: C1=C(C(=O)NC(=O)N1)F. Drug 2: COCCOC1=C(C=C2C(=C1)C(=NC=N2)NC3=CC=CC(=C3)C#C)OCCOC.Cl. Cell line: CAKI-1. Synergy scores: CSS=36.2, Synergy_ZIP=6.72, Synergy_Bliss=6.99, Synergy_Loewe=12.7, Synergy_HSA=13.4. (2) Drug 2: C1CN(P(=O)(OC1)NCCCl)CCCl. Cell line: HOP-62. Drug 1: CC1=C(C=C(C=C1)NC(=O)C2=CC=C(C=C2)CN3CCN(CC3)C)NC4=NC=CC(=N4)C5=CN=CC=C5. Synergy scores: CSS=10.1, Synergy_ZIP=-7.29, Synergy_Bliss=-18.6, Synergy_Loewe=-6.22, Synergy_HSA=-15.7. (3) Drug 1: CC12CCC3C(C1CCC2=O)CC(=C)C4=CC(=O)C=CC34C. Drug 2: CCN(CC)CCNC(=O)C1=C(NC(=C1C)C=C2C3=C(C=CC(=C3)F)NC2=O)C. Synergy scores: CSS=42.8, Synergy_ZIP=3.91, Synergy_Bliss=8.99, Synergy_Loewe=5.95, Synergy_HSA=5.72. Cell line: MDA-MB-435. (4) Drug 1: C1CCN(CC1)CCOC2=CC=C(C=C2)C(=O)C3=C(SC4=C3C=CC(=C4)O)C5=CC=C(C=C5)O. Cell line: TK-10. Synergy scores: CSS=-12.3, Synergy_ZIP=3.88, Synergy_Bliss=-0.593, Synergy_Loewe=-7.42, Synergy_HSA=-7.00. Drug 2: CN1C(=O)N2C=NC(=C2N=N1)C(=O)N. (5) Cell line: EKVX. Synergy scores: CSS=2.17, Synergy_ZIP=1.98, Synergy_Bliss=4.08, Synergy_Loewe=0.518, Synergy_HSA=0.171. Drug 1: COC1=C2C(=CC3=C1OC=C3)C=CC(=O)O2. Drug 2: C1CCC(C(C1)N)N.C(=O)(C(=O)[O-])[O-].[Pt+4]. (6) Drug 1: C1=NC(=NC(=O)N1C2C(C(C(O2)CO)O)O)N. Drug 2: C(CC(=O)O)C(=O)CN.Cl. Cell line: HT29. Synergy scores: CSS=38.0, Synergy_ZIP=-7.13, Synergy_Bliss=-0.0690, Synergy_Loewe=-53.0, Synergy_HSA=0.216.